The task is: Binary Classification. Given a drug SMILES string, predict its activity (active/inactive) in a high-throughput screening assay against a specified biological target.. This data is from Kir2.1 potassium channel HTS with 301,493 compounds. (1) The result is 0 (inactive). The drug is S(=O)(=O)(n1c2c(c(c1)/C=C(/NC(=O)c1cc(OC)c(OC)c(OC)c1)C(=O)NCCCO)cccc2)N(C)C. (2) The compound is O(c1c(n2c(nc3c(c2=O)cccc3)CC)cccc1)C. The result is 0 (inactive). (3) The molecule is O1CCN(CC1)c1nc(=O)n(c2nc(oc2c2ccccc2)c2ccccc2)cc1. The result is 0 (inactive). (4) The drug is Clc1c(NC(=O)COC(=O)C23CC4CC(C3)CC(C2)C4)ccc([N+]([O-])=O)c1. The result is 0 (inactive). (5) The compound is O(C1CCN(CC1)C(=O)COC)c1ccc(cc1)C(=O)NCC(C)=C. The result is 0 (inactive). (6) The molecule is s1nc(c(c1NC(Oc1ccccc1)=O)C(OC)=O)C. The result is 0 (inactive). (7) The drug is Brc1c(OCc2ccc(cc2)C(=O)N\N=C\c2cc(O)ccc2)cccc1. The result is 0 (inactive).